Dataset: Reaction yield outcomes from USPTO patents with 853,638 reactions. Task: Predict the reaction yield, written as a fraction of the theoretical maximum amount of product (1.0 means a 100% yield; for example, 0.34 means a 34% yield). The reactants are COC[O:4][C:5]1[CH:6]=[CH:7][C:8]2[C@@H:9]3[C@@H:17]([C@H:18]([CH2:22][CH2:23][CH2:24][CH2:25][O:26][CH2:27][CH2:28][O:29][CH2:30][CH2:31][O:32][CH2:33][CH2:34][O:35][CH2:36][CH2:37][O:38][CH2:39][C:40]([O:42]C(C)(C)C)=[O:41])[CH2:19][C:20]=2[CH:21]=1)[C@H:16]1[C@@:12]([CH3:51])([C@@H:13]([O:47]COC)[CH2:14][CH2:15]1)[CH2:11][CH2:10]3.Cl. The catalyst is C1COCC1. The product is [OH:4][C:5]1[CH:6]=[CH:7][C:8]2[C@@H:9]3[C@@H:17]([C@H:18]([CH2:22][CH2:23][CH2:24][CH2:25][O:26][CH2:27][CH2:28][O:29][CH2:30][CH2:31][O:32][CH2:33][CH2:34][O:35][CH2:36][CH2:37][O:38][CH2:39][C:40]([OH:42])=[O:41])[CH2:19][C:20]=2[CH:21]=1)[C@H:16]1[C@@:12]([CH3:51])([C@@H:13]([OH:47])[CH2:14][CH2:15]1)[CH2:11][CH2:10]3. The yield is 0.590.